From a dataset of Forward reaction prediction with 1.9M reactions from USPTO patents (1976-2016). Predict the product of the given reaction. (1) The product is: [N:11]1([CH2:10][CH2:9][CH2:8][O:7][C:6]2[CH:5]=[C:4]([NH2:1])[C:19]([NH2:20])=[CH:18][CH:17]=2)[CH2:16][CH2:15][CH2:14][CH2:13][CH2:12]1. Given the reactants [N+:1]([C:4]1[CH:5]=[C:6]([CH:17]=[CH:18][C:19]=1[N+:20]([O-])=O)[O:7][CH2:8][CH2:9][CH2:10][N:11]1[CH2:16][CH2:15][CH2:14][CH2:13][CH2:12]1)([O-])=O.C(O)=O, predict the reaction product. (2) Given the reactants [Cl:1][C:2]1[CH:7]=[CH:6][N:5]=[CH:4][C:3]=1[F:8].C([N-]C(C)C)(C)C.[Li+].CN(C)[CH:19]=[O:20], predict the reaction product. The product is: [Cl:1][C:2]1[C:3]([F:8])=[CH:4][N:5]=[CH:6][C:7]=1[CH:19]=[O:20].